Dataset: Reaction yield outcomes from USPTO patents with 853,638 reactions. Task: Predict the reaction yield, written as a fraction of the theoretical maximum amount of product (1.0 means a 100% yield; for example, 0.34 means a 34% yield). The reactants are [CH3:1][NH:2][CH:3]([CH2:5]/[CH:6]=[CH:7]/[C:8]1[CH:9]=[N:10][CH:11]=[C:12]([O:14][CH:15]([CH3:17])[CH3:16])[CH:13]=1)[CH3:4].[O:18]=[C:19]([OH:31])[C@@H:20]([C@H:22]([C@H:24]([C@@H:26]([C:28]([OH:30])=[O:29])[OH:27])[OH:25])[OH:23])[OH:21].O. The catalyst is CO. The product is [O:18]=[C:19]([OH:31])[C@@H:20]([C@H:22]([C@H:24]([C@@H:26]([C:28]([OH:30])=[O:29])[OH:27])[OH:25])[OH:23])[OH:21].[CH3:1][NH:2][CH:3]([CH2:5]/[CH:6]=[CH:7]/[C:8]1[CH:9]=[N:10][CH:11]=[C:12]([O:14][CH:15]([CH3:17])[CH3:16])[CH:13]=1)[CH3:4].[CH3:1][NH:2][CH:3]([CH2:5]/[CH:6]=[CH:7]/[C:8]1[CH:9]=[N:10][CH:11]=[C:12]([O:14][CH:15]([CH3:17])[CH3:16])[CH:13]=1)[CH3:4]. The yield is 0.931.